From a dataset of Reaction yield outcomes from USPTO patents with 853,638 reactions. Predict the reaction yield, written as a fraction of the theoretical maximum amount of product (1.0 means a 100% yield; for example, 0.34 means a 34% yield). (1) The reactants are [C:1]([O:5][C:6]([N:8]1[CH2:13][CH2:12][NH:11][C:10](=[O:14])[CH2:9]1)=[O:7])([CH3:4])([CH3:3])[CH3:2].[H-].[Na+].[CH3:17]I. The catalyst is CN(C=O)C. The product is [C:1]([O:5][C:6]([N:8]1[CH2:13][CH2:12][N:11]([CH3:17])[C:10](=[O:14])[CH2:9]1)=[O:7])([CH3:4])([CH3:2])[CH3:3]. The yield is 0.560. (2) The reactants are [ClH:1].Cl.[N+:3]([C:6]1[CH:18]=[CH:17][C:9]([CH2:10][N:11]2[CH2:16][CH2:15][NH:14][CH2:13][CH2:12]2)=[CH:8][CH:7]=1)([O-:5])=[O:4].Br[CH:20]([CH3:29])[C:21]([C:23]1[CH:28]=[CH:27][CH:26]=[CH:25][CH:24]=1)=[O:22].C([O-])([O-])=O.[K+].[K+]. No catalyst specified. The product is [ClH:1].[ClH:1].[N+:3]([C:6]1[CH:18]=[CH:17][C:9]([CH2:10][N:11]2[CH2:16][CH2:15][N:14]([CH:20]([C:21](=[O:22])[C:23]3[CH:28]=[CH:27][CH:26]=[CH:25][CH:24]=3)[CH3:29])[CH2:13][CH2:12]2)=[CH:8][CH:7]=1)([O-:5])=[O:4]. The yield is 0.700.